Dataset: Reaction yield outcomes from USPTO patents with 853,638 reactions. Task: Predict the reaction yield, written as a fraction of the theoretical maximum amount of product (1.0 means a 100% yield; for example, 0.34 means a 34% yield). (1) The product is [Cl:1][C:2]1[N:10]=[C:9]2[C:5]([N:6]([CH:12]3[CH2:13][CH2:14][CH2:15][CH2:16][O:11]3)[CH:7]=[N:8]2)=[CH:4][N:3]=1. The reactants are [Cl:1][C:2]1[N:10]=[C:9]2[C:5]([NH:6][CH:7]=[N:8]2)=[CH:4][N:3]=1.[O:11]1[CH:16]=[CH:15][CH2:14][CH2:13][CH2:12]1. The catalyst is C1(C)C=CC(S(O)(=O)=O)=CC=1.C1(C)C=CC=CC=1. The yield is 0.790. (2) The reactants are COC([N:5]1[CH2:9][CH:8]([C:10]2[C:18]3[C:13](=[CH:14][C:15]([F:19])=[CH:16][CH:17]=3)[NH:12][CH:11]=2)[CH:7]2[N:20]([C:23](=[O:39])[CH:24]([NH:31][C:32]([O:34][C:35]([CH3:38])([CH3:37])[CH3:36])=[O:33])[CH:25]3[CH2:30][CH2:29][CH2:28][CH2:27][CH2:26]3)[CH2:21][CH2:22][CH:6]12)=O.CCN(C(C)C)C(C)C.[CH3:49][S:50](Cl)(=[O:52])=[O:51]. The catalyst is C(Cl)Cl.CN(C1C=CN=CC=1)C. The product is [C:35]([O:34][C:32](=[O:33])[NH:31][CH:24]([CH:25]1[CH2:26][CH2:27][CH2:28][CH2:29][CH2:30]1)[C:23]([N:20]1[CH2:21][CH2:22][CH:6]2[N:5]([S:50]([CH3:49])(=[O:52])=[O:51])[CH2:9][CH:8]([C:10]3[C:18]4[C:13](=[CH:14][C:15]([F:19])=[CH:16][CH:17]=4)[NH:12][CH:11]=3)[CH:7]12)=[O:39])([CH3:38])([CH3:37])[CH3:36]. The yield is 0.490. (3) The reactants are C([O:4][C@@H:5]1[C@H:10](CC([O-])=O)[C@H:9]([O:15]C(=O)C)[C@@H:8]([O:19][C:20]2[CH:25]=[CH:24][C:23]([N:26]3[C:34]4[C:29](=[CH:30][C:31]([N+:35]([O-:37])=[O:36])=[CH:32][CH:33]=4)[CH2:28][CH2:27]3)=[CH:22][C:21]=2[Cl:38])[O:7][C@@H:6]1[C@@H:39]([O:41]C(=O)C)[CH3:40])(=O)C.C[O-:46].[Na+]. The catalyst is CO. The product is [Cl:38][C:21]1[CH:22]=[C:23]([N:26]2[C:34]3[C:29](=[CH:30][C:31]([N+:35]([O-:37])=[O:36])=[CH:32][CH:33]=3)[CH2:28][CH2:27]2)[CH:24]=[CH:25][C:20]=1[O:19][C@@H:8]1[C@@H:9]([OH:15])[C@@H:10]([OH:46])[C@H:5]([OH:4])[C@@H:6]([C@@H:39]([OH:41])[CH3:40])[O:7]1. The yield is 0.820. (4) The yield is 0.830. The reactants are [CH3:1][C:2]1[CH:3]=[CH:4][C:5]([CH2:20][CH2:21][CH3:22])=[C:6]([NH:8][C:9]([NH:11]C(=O)C2C=CC=CC=2)=[S:10])[CH:7]=1.[OH-].[Na+]. The catalyst is CO. The product is [CH3:1][C:2]1[CH:3]=[CH:4][C:5]([CH2:20][CH2:21][CH3:22])=[C:6]([NH:8][C:9]([NH2:11])=[S:10])[CH:7]=1. (5) The reactants are [CH3:1][N:2]1[C:6](/[C:7](=[N:14]\[O:15][CH2:16][C:17]2[N:18]=[C:19]([NH2:22])[S:20][CH:21]=2)/[C:8]2[CH:13]=[CH:12][CH:11]=[CH:10][CH:9]=2)=[N:5][N:4]=[N:3]1.[CH:23]1([O:28][CH:29]([CH3:33])[C:30](O)=[O:31])[CH2:27][CH2:26][CH2:25][CH2:24]1.N1(O)C2C=CC=CC=2N=N1.C1(N=C=NC2CCCCC2)CCCCC1. The catalyst is CN(C)C=O. The product is [CH:23]1([O:28][CH:29]([CH3:33])[C:30]([NH:22][C:19]2[S:20][CH:21]=[C:17]([CH2:16][O:15]/[N:14]=[C:7](\[C:6]3[N:2]([CH3:1])[N:3]=[N:4][N:5]=3)/[C:8]3[CH:13]=[CH:12][CH:11]=[CH:10][CH:9]=3)[N:18]=2)=[O:31])[CH2:27][CH2:26][CH2:25][CH2:24]1. The yield is 0.810.